This data is from NCI-60 drug combinations with 297,098 pairs across 59 cell lines. The task is: Regression. Given two drug SMILES strings and cell line genomic features, predict the synergy score measuring deviation from expected non-interaction effect. (1) Drug 1: CCCCC(=O)OCC(=O)C1(CC(C2=C(C1)C(=C3C(=C2O)C(=O)C4=C(C3=O)C=CC=C4OC)O)OC5CC(C(C(O5)C)O)NC(=O)C(F)(F)F)O. Drug 2: CC=C1C(=O)NC(C(=O)OC2CC(=O)NC(C(=O)NC(CSSCCC=C2)C(=O)N1)C(C)C)C(C)C. Cell line: UACC-257. Synergy scores: CSS=35.2, Synergy_ZIP=-0.764, Synergy_Bliss=3.80, Synergy_Loewe=-18.6, Synergy_HSA=5.05. (2) Drug 1: CCCS(=O)(=O)NC1=C(C(=C(C=C1)F)C(=O)C2=CNC3=C2C=C(C=N3)C4=CC=C(C=C4)Cl)F. Drug 2: CCC1=CC2CC(C3=C(CN(C2)C1)C4=CC=CC=C4N3)(C5=C(C=C6C(=C5)C78CCN9C7C(C=CC9)(C(C(C8N6C)(C(=O)OC)O)OC(=O)C)CC)OC)C(=O)OC.C(C(C(=O)O)O)(C(=O)O)O. Cell line: SF-539. Synergy scores: CSS=32.2, Synergy_ZIP=5.16, Synergy_Bliss=5.95, Synergy_Loewe=-22.1, Synergy_HSA=6.72. (3) Drug 1: CC12CCC3C(C1CCC2=O)CC(=C)C4=CC(=O)C=CC34C. Drug 2: CC1=C(N=C(N=C1N)C(CC(=O)N)NCC(C(=O)N)N)C(=O)NC(C(C2=CN=CN2)OC3C(C(C(C(O3)CO)O)O)OC4C(C(C(C(O4)CO)O)OC(=O)N)O)C(=O)NC(C)C(C(C)C(=O)NC(C(C)O)C(=O)NCCC5=NC(=CS5)C6=NC(=CS6)C(=O)NCCC[S+](C)C)O. Cell line: IGROV1. Synergy scores: CSS=70.2, Synergy_ZIP=-5.53, Synergy_Bliss=-3.63, Synergy_Loewe=-0.637, Synergy_HSA=0.574. (4) Drug 1: CCN(CC)CCCC(C)NC1=C2C=C(C=CC2=NC3=C1C=CC(=C3)Cl)OC. Drug 2: N.N.Cl[Pt+2]Cl. Cell line: OVCAR3. Synergy scores: CSS=30.7, Synergy_ZIP=-1.03, Synergy_Bliss=2.84, Synergy_Loewe=-11.5, Synergy_HSA=0.510. (5) Drug 1: CC1=C2C(C(=O)C3(C(CC4C(C3C(C(C2(C)C)(CC1OC(=O)C(C(C5=CC=CC=C5)NC(=O)OC(C)(C)C)O)O)OC(=O)C6=CC=CC=C6)(CO4)OC(=O)C)OC)C)OC. Drug 2: CNC(=O)C1=NC=CC(=C1)OC2=CC=C(C=C2)NC(=O)NC3=CC(=C(C=C3)Cl)C(F)(F)F. Cell line: MALME-3M. Synergy scores: CSS=47.3, Synergy_ZIP=4.34, Synergy_Bliss=7.33, Synergy_Loewe=8.74, Synergy_HSA=9.29. (6) Drug 1: CCC1=C2CN3C(=CC4=C(C3=O)COC(=O)C4(CC)O)C2=NC5=C1C=C(C=C5)O. Drug 2: CC1C(C(CC(O1)OC2CC(CC3=C2C(=C4C(=C3O)C(=O)C5=C(C4=O)C(=CC=C5)OC)O)(C(=O)CO)O)N)O.Cl. Cell line: NCIH23. Synergy scores: CSS=45.1, Synergy_ZIP=-3.47, Synergy_Bliss=-1.29, Synergy_Loewe=-0.939, Synergy_HSA=2.88. (7) Drug 1: C1=CC=C(C(=C1)C(C2=CC=C(C=C2)Cl)C(Cl)Cl)Cl. Drug 2: CC1CCC2CC(C(=CC=CC=CC(CC(C(=O)C(C(C(=CC(C(=O)CC(OC(=O)C3CCCCN3C(=O)C(=O)C1(O2)O)C(C)CC4CCC(C(C4)OC)O)C)C)O)OC)C)C)C)OC. Cell line: COLO 205. Synergy scores: CSS=5.29, Synergy_ZIP=3.11, Synergy_Bliss=1.19, Synergy_Loewe=-4.43, Synergy_HSA=-0.336. (8) Synergy scores: CSS=-1.50, Synergy_ZIP=-13.3, Synergy_Bliss=-32.1, Synergy_Loewe=-64.4, Synergy_HSA=-33.0. Drug 2: CCC1(C2=C(COC1=O)C(=O)N3CC4=CC5=C(C=CC(=C5CN(C)C)O)N=C4C3=C2)O.Cl. Cell line: HT29. Drug 1: CN(C(=O)NC(C=O)C(C(C(CO)O)O)O)N=O. (9) Drug 1: COC1=C2C(=CC3=C1OC=C3)C=CC(=O)O2. Drug 2: N.N.Cl[Pt+2]Cl. Cell line: DU-145. Synergy scores: CSS=45.7, Synergy_ZIP=2.72, Synergy_Bliss=-0.231, Synergy_Loewe=-14.9, Synergy_HSA=-0.143. (10) Drug 1: C1=CC(=CC=C1CCC2=CNC3=C2C(=O)NC(=N3)N)C(=O)NC(CCC(=O)O)C(=O)O. Drug 2: CC1=C(C(CCC1)(C)C)C=CC(=CC=CC(=CC(=O)O)C)C. Cell line: OVCAR-5. Synergy scores: CSS=11.9, Synergy_ZIP=-3.14, Synergy_Bliss=-2.08, Synergy_Loewe=-11.6, Synergy_HSA=-2.89.